Dataset: Forward reaction prediction with 1.9M reactions from USPTO patents (1976-2016). Task: Predict the product of the given reaction. (1) Given the reactants [CH:1]1([C:7]2[N:12]3[N:13]=[CH:14][C:15]([C:16]#[N:17])=[C:11]3[N:10]=[CH:9][C:8]=2[C:18]2[CH:23]=[CH:22][C:21]([OH:24])=[CH:20][CH:19]=2)[CH2:6][CH2:5][CH2:4][CH2:3][CH2:2]1.[CH3:25][O:26][C:27]([C:29]1[CH:34]=[CH:33][C:32]([C:35]2[CH:40]=[CH:39][C:38]([Cl:41])=[CH:37][CH:36]=2)=[C:31]([CH2:42]Br)[CH:30]=1)=[O:28].C(=O)([O-])[O-].[Cs+].[Cs+], predict the reaction product. The product is: [CH3:25][O:26][C:27]([C:29]1[CH:34]=[CH:33][C:32]([C:35]2[CH:40]=[CH:39][C:38]([Cl:41])=[CH:37][CH:36]=2)=[C:31]([CH2:42][O:24][C:21]2[CH:20]=[CH:19][C:18]([C:8]3[CH:9]=[N:10][C:11]4[N:12]([N:13]=[CH:14][C:15]=4[C:16]#[N:17])[C:7]=3[CH:1]3[CH2:2][CH2:3][CH2:4][CH2:5][CH2:6]3)=[CH:23][CH:22]=2)[CH:30]=1)=[O:28]. (2) Given the reactants [Cl:1][C:2]1[N:10]=[C:9]([Cl:11])[CH:8]=[C:7]([CH3:12])[C:3]=1[C:4]([OH:6])=[O:5].C(OC[CH2:18][CH2:19][CH3:20])(=O)C.Cl(O)(=O)(=O)=O.[CH2:26](Cl)Cl, predict the reaction product. The product is: [Cl:1][C:2]1[N:10]=[C:9]([Cl:11])[CH:8]=[C:7]([CH3:12])[C:3]=1[C:4]([O:6][C:19]([CH3:18])([CH3:20])[CH3:26])=[O:5]. (3) The product is: [SH:7][C@@H:8]1[CH2:12][N:11]([CH3:13])[C@H:10]([C:14]([N:16]2[CH2:20][CH2:19][C@H:18]([NH:21][C:22](=[O:41])[CH2:23][NH:24][C:25]([NH:27][C:28]([O:30][CH2:31][C:32]3[CH:33]=[CH:34][C:35]([N+:38]([O-:40])=[O:39])=[CH:36][CH:37]=3)=[O:29])=[NH:26])[CH2:17]2)=[O:15])[CH2:9]1. Given the reactants C[O-].[Na+].C([S:7][C@@H:8]1[CH2:12][N:11]([CH3:13])[C@H:10]([C:14]([N:16]2[CH2:20][CH2:19][C@H:18]([NH:21][C:22](=[O:41])[CH2:23][NH:24][C:25]([NH:27][C:28]([O:30][CH2:31][C:32]3[CH:37]=[CH:36][C:35]([N+:38]([O-:40])=[O:39])=[CH:34][CH:33]=3)=[O:29])=[NH:26])[CH2:17]2)=[O:15])[CH2:9]1)(=O)C.Cl, predict the reaction product.